Dataset: Full USPTO retrosynthesis dataset with 1.9M reactions from patents (1976-2016). Task: Predict the reactants needed to synthesize the given product. Given the product [Cl:21][CH2:20][CH2:19][CH2:18][CH:8]([C:4]1[CH:5]=[CH:6][CH:7]=[C:2]([F:1])[CH:3]=1)[C:9]([OH:11])=[O:10], predict the reactants needed to synthesize it. The reactants are: [F:1][C:2]1[CH:3]=[C:4]([CH2:8][C:9]([OH:11])=[O:10])[CH:5]=[CH:6][CH:7]=1.C([Li])CCC.Br[CH2:18][CH2:19][CH2:20][Cl:21].Cl.